This data is from Forward reaction prediction with 1.9M reactions from USPTO patents (1976-2016). The task is: Predict the product of the given reaction. The product is: [F:1][C:2]1[CH:3]=[C:4]([C:19]2[CH:24]=[CH:23][C:22]([C:25]([F:28])([F:27])[F:26])=[CH:21][CH:20]=2)[C:5]([NH2:6])=[CH:7][CH:8]=1. Given the reactants [F:1][C:2]1[CH:8]=[CH:7][C:5]([NH2:6])=[C:4](B2OC(C)(C)C(C)(C)O2)[CH:3]=1.Br[C:19]1[CH:24]=[CH:23][C:22]([C:25]([F:28])([F:27])[F:26])=[CH:21][CH:20]=1.C(=O)([O-])[O-].[Na+].[Na+], predict the reaction product.